Dataset: Reaction yield outcomes from USPTO patents with 853,638 reactions. Task: Predict the reaction yield, written as a fraction of the theoretical maximum amount of product (1.0 means a 100% yield; for example, 0.34 means a 34% yield). (1) The reactants are [F:1][C:2]([F:15])([F:14])[C:3]1[CH:13]=[CH:12][C:6]([CH2:7][CH2:8][C:9]([OH:11])=O)=[CH:5][CH:4]=1.CN(C(ON1N=NC2C=CC=CC1=2)=[N+](C)C)C.[B-](F)(F)(F)F.C(N(C(C)C)C(C)C)C.[CH3:47][C:48]1[S:52][C:51]([CH2:53][CH2:54][NH2:55])=[CH:50][CH:49]=1. The product is [CH3:47][C:48]1[S:52][C:51]([CH2:53][CH2:54][NH:55][C:9](=[O:11])[CH2:8][CH2:7][C:6]2[CH:5]=[CH:4][C:3]([C:2]([F:1])([F:15])[F:14])=[CH:13][CH:12]=2)=[CH:50][CH:49]=1. The catalyst is CN(C=O)C. The yield is 0.840. (2) The reactants are C([C:4]1[CH:9]=[C:8]([O:10][C:11]2[CH:16]=[CH:15][C:14]([NH:17][C:18]([C:20]3[C:21](=[O:35])[N:22]([C:29]4[CH:34]=[CH:33][CH:32]=[CH:31][CH:30]=4)[N:23]4[CH2:28][CH2:27][O:26][CH2:25][C:24]=34)=[O:19])=[CH:13][C:12]=2[F:36])[CH:7]=[CH:6][N:5]=1)(=O)N.CC#[N:39].O.C(OI(C1C=CC=CC=1)OC(=O)C)(=O)C. The catalyst is CCOC(C)=O. The product is [NH2:39][C:4]1[CH:9]=[C:8]([O:10][C:11]2[CH:16]=[CH:15][C:14]([NH:17][C:18]([C:20]3[C:21](=[O:35])[N:22]([C:29]4[CH:34]=[CH:33][CH:32]=[CH:31][CH:30]=4)[N:23]4[CH2:28][CH2:27][O:26][CH2:25][C:24]=34)=[O:19])=[CH:13][C:12]=2[F:36])[CH:7]=[CH:6][N:5]=1. The yield is 0.660. (3) The reactants are Br[C:2]1[C:3]([O:28][CH3:29])=[C:4]([CH:10]([NH:12][C:13]2[N:21]=[CH:20][N:19]=[C:18]3[C:14]=2[N:15]=[CH:16][N:17]3C2CCCCO2)[CH3:11])[CH:5]=[C:6]([Cl:9])[C:7]=1[F:8].CC1(C)C(C)(C)OB([C:38]2[CH2:39][CH2:40][N:41]([C:44]([O:46][C:47]([CH3:50])([CH3:49])[CH3:48])=[O:45])[CH2:42][CH:43]=2)O1.C(=O)([O-])[O-].[Na+].[Na+]. The yield is 0.460. The catalyst is C1C=CC([P]([Pd]([P](C2C=CC=CC=2)(C2C=CC=CC=2)C2C=CC=CC=2)([P](C2C=CC=CC=2)(C2C=CC=CC=2)C2C=CC=CC=2)[P](C2C=CC=CC=2)(C2C=CC=CC=2)C2C=CC=CC=2)(C2C=CC=CC=2)C2C=CC=CC=2)=CC=1.O1CCOCC1. The product is [Cl:9][C:6]1[C:7]([F:8])=[C:2]([C:38]2[CH2:43][CH2:42][N:41]([C:44]([O:46][C:47]([CH3:50])([CH3:49])[CH3:48])=[O:45])[CH2:40][CH:39]=2)[C:3]([O:28][CH3:29])=[C:4]([CH:10]([NH:12][C:13]2[N:21]=[CH:20][N:19]=[C:18]3[C:14]=2[N:15]=[CH:16][NH:17]3)[CH3:11])[CH:5]=1. (4) The reactants are [Cl:1][C:2]1[CH:3]=[CH:4][C:5]([N:15]2[CH:19]=[C:18]([C:20]([F:23])([F:22])[F:21])[N:17]=[N:16]2)=[C:6]([C:8]2[N:13]=[CH:12][N:11]=[C:10]([OH:14])[CH:9]=2)[CH:7]=1.CN(C(ON1N=NC2C=CC=NC1=2)=[N+](C)C)C.F[P-](F)(F)(F)(F)F.C1CCN2C(=NCCC2)CC1.N[C@@H:60]1[C:77]2[CH:78]=[C:73]([CH:74]=[CH:75][CH:76]=2)[C:72]2[N:71]=[CH:70][C:69]([C:79]#[N:80])=[CH:68][C:67]=2[NH:66][C:65](=[O:81])[C@H:64]([CH3:82])[CH2:63][CH2:62][CH2:61]1. The catalyst is C(#N)C.CN(C=O)C. The product is [Cl:1][C:2]1[CH:3]=[CH:4][C:5]([N:15]2[CH:19]=[C:18]([C:20]([F:21])([F:23])[F:22])[N:17]=[N:16]2)=[C:6]([C:8]2[N:13]=[CH:12][N:11]([C@@H:60]3[C:77]4[CH:78]=[C:73]([CH:74]=[CH:75][CH:76]=4)[C:72]4[N:71]=[CH:70][C:69]([C:79]#[N:80])=[CH:68][C:67]=4[NH:66][C:65](=[O:81])[C@H:64]([CH3:82])[CH2:63][CH2:62][CH2:61]3)[C:10](=[O:14])[CH:9]=2)[CH:7]=1. The yield is 0.140.